Dataset: Catalyst prediction with 721,799 reactions and 888 catalyst types from USPTO. Task: Predict which catalyst facilitates the given reaction. (1) Reactant: [Cl:1][CH2:2][C:3]1[NH:12][C:11](=O)[C:10]2[C:5](=[CH:6][CH:7]=[CH:8][CH:9]=2)[N:4]=1.CCN(C(C)C)C(C)C.O=P(Cl)(Cl)[Cl:25]. Product: [Cl:25][C:11]1[C:10]2[C:5](=[CH:6][CH:7]=[CH:8][CH:9]=2)[N:4]=[C:3]([CH2:2][Cl:1])[N:12]=1. The catalyst class is: 11. (2) Reactant: [CH3:1][N:2]1[CH2:7][CH2:6][N:5]([C:8]2[CH:13]=[CH:12][C:11]([N+:14]([O-:16])=[O:15])=[CH:10][C:9]=2[NH:17][C:18](=[O:20])[CH3:19])[CH2:4][CH2:3]1.[H-].[Na+].[CH3:23]I.[Cl-].[NH4+]. The catalyst class is: 3. Product: [CH3:23][N:17]([C:9]1[CH:10]=[C:11]([N+:14]([O-:16])=[O:15])[CH:12]=[CH:13][C:8]=1[N:5]1[CH2:6][CH2:7][N:2]([CH3:1])[CH2:3][CH2:4]1)[C:18](=[O:20])[CH3:19]. (3) Reactant: [NH2:1][C:2]1[CH:3]=[CH:4][CH:5]=[C:6]2[C:11]=1[N:10]=[CH:9][CH:8]=[CH:7]2.[F:12][C:13]([F:25])([F:24])[C:14]1[CH:15]=[C:16]([S:20](Cl)(=[O:22])=[O:21])[CH:17]=[CH:18][CH:19]=1. Product: [N:10]1[C:11]2[C:6](=[CH:5][CH:4]=[CH:3][C:2]=2[NH:1][S:20]([C:16]2[CH:17]=[CH:18][CH:19]=[C:14]([C:13]([F:12])([F:24])[F:25])[CH:15]=2)(=[O:22])=[O:21])[CH:7]=[CH:8][CH:9]=1. The catalyst class is: 142. (4) Reactant: [NH2:1][C:2]1[CH:3]=[C:4]([CH:9]=[CH:10][CH:11]=1)[C:5]([O:7][CH3:8])=[O:6].[CH3:12][N:13]([CH3:26])[C:14]1[CH:15]=[CH:16][C:17]2[N:18]([CH:20]=[C:21]([C:23](O)=[O:24])[N:22]=2)[CH:19]=1.Cl.CN(C)CCCN=C=NCC. Product: [CH3:12][N:13]([CH3:26])[C:14]1[CH:15]=[CH:16][C:17]2[N:18]([CH:20]=[C:21]([C:23]([NH:1][C:2]3[CH:3]=[C:4]([CH:9]=[CH:10][CH:11]=3)[C:5]([O:7][CH3:8])=[O:6])=[O:24])[N:22]=2)[CH:19]=1. The catalyst class is: 17.